This data is from Reaction yield outcomes from USPTO patents with 853,638 reactions. The task is: Predict the reaction yield, written as a fraction of the theoretical maximum amount of product (1.0 means a 100% yield; for example, 0.34 means a 34% yield). The reactants are [OH:1][C:2]1[C:3](=[O:34])[N:4]([C:27]2[N:28]=[N:29][C:30]([CH3:33])=[CH:31][CH:32]=2)[CH:5]([C:18]2[CH:23]=[CH:22][C:21]([CH:24]([CH3:26])[CH3:25])=[CH:20][CH:19]=2)[C:6]=1[C:7](=O)[C:8]1[CH:13]=[CH:12][C:11]([CH:14]([CH3:16])[CH3:15])=[CH:10][CH:9]=1.Cl.[C:36]([CH2:39][O:40][NH2:41])([OH:38])=[O:37].[C:36]([CH2:39][O:40][NH2:41])([OH:38])=[O:37]. No catalyst specified. The product is [OH:1][C:2]1[C:3](=[O:34])[N:4]([C:27]2[N:28]=[N:29][C:30]([CH3:33])=[CH:31][CH:32]=2)[CH:5]([C:18]2[CH:19]=[CH:20][C:21]([CH:24]([CH3:25])[CH3:26])=[CH:22][CH:23]=2)[C:6]=1[C:7](=[N:41][O:40][CH2:39][C:36]([OH:38])=[O:37])[C:8]1[CH:13]=[CH:12][C:11]([CH:14]([CH3:16])[CH3:15])=[CH:10][CH:9]=1. The yield is 0.280.